This data is from Full USPTO retrosynthesis dataset with 1.9M reactions from patents (1976-2016). The task is: Predict the reactants needed to synthesize the given product. (1) Given the product [CH:16]1([CH2:15][N:10]2[C:11]3[C:7](=[CH:6][C:5]([CH2:3][OH:4])=[CH:13][CH:12]=3)[CH:8]=[N:9]2)[CH2:18][CH2:17]1, predict the reactants needed to synthesize it. The reactants are: CO[C:3]([C:5]1[CH:6]=[C:7]2[C:11](=[CH:12][CH:13]=1)[NH:10][N:9]=[CH:8]2)=[O:4].Br[CH2:15][CH:16]1[CH2:18][CH2:17]1. (2) Given the product [N:1]12[CH2:8][CH2:7][CH:4]([CH2:5][CH2:6]1)[C@@H:3]([O:9][C:10]1[N:15]=[N:14][C:13]([C:16]3[CH:21]=[CH:20][C:19]4[N:22]=[C:23]([NH2:24])[S:25][C:18]=4[CH:17]=3)=[CH:12][CH:11]=1)[CH2:2]2, predict the reactants needed to synthesize it. The reactants are: [N:1]12[CH2:8][CH2:7][CH:4]([CH2:5][CH2:6]1)[C@@H:3]([O:9][C:10]1[N:15]=[N:14][C:13]([C:16]3[CH:21]=[CH:20][C:19]([NH2:22])=[CH:18][CH:17]=3)=[CH:12][CH:11]=1)[CH2:2]2.[C:23]([S-:25])#[N:24].[K+].BrBr. (3) Given the product [CH3:36][O:35][CH2:40][CH2:11][CH2:12][O:13][C:9]1[CH:10]=[C:5]([C:19](=[O:22])[CH3:25])[CH:6]=[C:7]([CH3:14])[CH:8]=1, predict the reactants needed to synthesize it. The reactants are: C(O[C:5]1[C:10]2[CH:11]=[CH:12][O:13][C:9]=2[CH:8]=[C:7]([C:14](OCC)=O)[CH:6]=1)(=O)C.[C:19](=[O:22])([O-])[O-].[K+].[K+].[CH3:25]B1OB(C)OB(C)O1.O.[O:35]1[CH2:40]COC[CH2:36]1. (4) Given the product [CH3:18][C:16]1[N:17]=[C:13]([N:10]2[CH2:11][CH2:12][N:8]([CH2:1][CH2:2][CH2:7][CH2:6][CH3:5])[C:9]2=[O:22])[S:14][C:15]=1[C:19]([NH:43][CH2:44][C:45]1[CH:46]=[N:47][CH:48]=[CH:49][CH:50]=1)=[O:21], predict the reactants needed to synthesize it. The reactants are: [CH2:1]([N:8]1[CH2:12][CH2:11][N:10]([C:13]2[S:14][C:15]([C:19]([OH:21])=O)=[C:16]([CH3:18])[N:17]=2)[C:9]1=[O:22])[C:2]1[CH:7]=[CH:6][CH:5]=CC=1.CC1N=C(N2CCN(CCCCC)C2=O)SC=1C(O)=O.[NH2:43][CH2:44][C:45]1[CH:46]=[N:47][CH:48]=[CH:49][CH:50]=1. (5) The reactants are: [OH:1][C:2]1[C:11]2[C:6](=[CH:7][C:8](/[CH:12]=[CH:13]/[CH2:14][O:15][CH3:16])=[CH:9][CH:10]=2)[C:5]([CH3:18])([CH3:17])[C:4](=[O:19])[C:3]=1[C:20]([NH:22][CH2:23][C:24]([O:26][C:27]([CH3:30])([CH3:29])[CH3:28])=[O:25])=[O:21]. Given the product [OH:1][C:2]1[C:11]2[C:6](=[CH:7][C:8]([CH2:12][CH2:13][CH2:14][O:15][CH3:16])=[CH:9][CH:10]=2)[C:5]([CH3:18])([CH3:17])[C:4](=[O:19])[C:3]=1[C:20]([NH:22][CH2:23][C:24]([O:26][C:27]([CH3:30])([CH3:29])[CH3:28])=[O:25])=[O:21], predict the reactants needed to synthesize it.